This data is from Reaction yield outcomes from USPTO patents with 853,638 reactions. The task is: Predict the reaction yield, written as a fraction of the theoretical maximum amount of product (1.0 means a 100% yield; for example, 0.34 means a 34% yield). (1) The catalyst is CO. The yield is 0.610. The reactants are [NH2:1][O:2][CH2:3][CH2:4][OH:5].[F:6][C:7]1[CH:24]=[C:23]([CH3:25])[CH:22]=[CH:21][C:8]=1[NH:9][C:10]1[C:11]([C:18](O)=[O:19])=[CH:12][N:13]([CH3:17])[C:14](=[O:16])[CH:15]=1.C[N+]1(C2N=C(OC)N=C(OC)N=2)CCOCC1.[Cl-]. The product is [F:6][C:7]1[CH:24]=[C:23]([CH3:25])[CH:22]=[CH:21][C:8]=1[NH:9][C:10]1[C:11]([C:18]([NH:1][O:2][CH2:3][CH2:4][OH:5])=[O:19])=[CH:12][N:13]([CH3:17])[C:14](=[O:16])[CH:15]=1. (2) The reactants are [CH3:1][C:2]([CH3:22])([CH3:21])[CH2:3][C:4]([NH:6][C:7]1[C:8]([CH3:20])=[CH:9][C:10]2[O:14][C:13]([CH3:16])([CH3:15])[C:12](=[O:17])[C:11]=2[C:18]=1[CH3:19])=[O:5]. The catalyst is C1COCC1.CCCCCC. The product is [CH3:1][C:2]([CH3:22])([CH3:21])[CH2:3][C:4]([NH:6][C:7]1[C:8]([CH3:20])=[CH:9][C:10]2[O:14][C:13]([CH3:15])([CH3:16])[CH:12]([OH:17])[C:11]=2[C:18]=1[CH3:19])=[O:5]. The yield is 0.820. (3) The catalyst is ClC1C=CC=CC=1Cl.Cl[Cu]. The product is [F:30][C:27]([F:28])([F:29])[CH:26]([C:31]1[CH:32]=[C:33]([Cl:39])[C:34]([Cl:38])=[C:35]([Cl:37])[CH:36]=1)/[CH:2]=[CH:1]/[C:3]1[C:12]2[C:7](=[CH:8][CH:9]=[CH:10][CH:11]=2)[C:6]([CH2:13][N:14]2[C:22](=[O:23])[C:21]3[C:16](=[CH:17][CH:18]=[CH:19][CH:20]=3)[C:15]2=[O:24])=[CH:5][CH:4]=1. The yield is 0.560. The reactants are [CH:1]([C:3]1[C:12]2[C:7](=[CH:8][CH:9]=[CH:10][CH:11]=2)[C:6]([CH2:13][N:14]2[C:22](=[O:23])[C:21]3[C:16](=[CH:17][CH:18]=[CH:19][CH:20]=3)[C:15]2=[O:24])=[CH:5][CH:4]=1)=[CH2:2].Br[CH:26]([C:31]1[CH:36]=[C:35]([Cl:37])[C:34]([Cl:38])=[C:33]([Cl:39])[CH:32]=1)[C:27]([F:30])([F:29])[F:28].N1C=CC=CC=1C1C=CC=CN=1. (4) The reactants are C1(P(C2C=CC=CC=2)C2C=CC=CC=2)C=CC=CC=1.BrN1C(=O)CCC1=O.[Cl:28][C:29]1[CH:30]=[C:31]([CH:39]([CH2:43][CH:44]2[CH2:48][CH2:47][CH2:46][CH2:45]2)[C:40]([OH:42])=O)[CH:32]=[CH:33][C:34]=1[S:35]([CH3:38])(=[O:37])=[O:36].[NH2:49][C:50]1[O:51][C:52]2[CH:58]=[CH:57][CH:56]=[CH:55][C:53]=2[N:54]=1.N1C=CC=CC=1. The catalyst is C(Cl)Cl.O. The product is [O:51]1[C:52]2[CH:58]=[CH:57][CH:56]=[CH:55][C:53]=2[N:54]=[C:50]1[NH:49][C:40](=[O:42])[CH:39]([C:31]1[CH:32]=[CH:33][C:34]([S:35]([CH3:38])(=[O:36])=[O:37])=[C:29]([Cl:28])[CH:30]=1)[CH2:43][CH:44]1[CH2:48][CH2:47][CH2:46][CH2:45]1. The yield is 0.610. (5) The reactants are CC(S(/[N:7]=[CH:8]/[C:9]1[O:13][CH:12]=[N:11][CH:10]=1)=O)(C)C.[Cl:14][C:15]1[CH:16]=[C:17]([Mg]Br)[CH:18]=[CH:19][C:20]=1[Cl:21].[NH4+].[Cl-].Cl.O1CCOCC1. The catalyst is CCOCC.C1(C)C=CC=CC=1. The product is [ClH:14].[Cl:14][C:15]1[CH:16]=[C:17]([CH:8]([C:9]2[O:13][CH:12]=[N:11][CH:10]=2)[NH2:7])[CH:18]=[CH:19][C:20]=1[Cl:21]. The yield is 0.733. (6) The reactants are [C:1]([NH:4][C:5]1[CH:10]=[CH:9][C:8]([S:11](Cl)(=[O:13])=[O:12])=[C:7]([F:15])[CH:6]=1)(=[O:3])[CH3:2].[CH3:16][NH2:17]. The catalyst is ClCCl.C1COCC1. The product is [F:15][C:7]1[CH:6]=[C:5]([NH:4][C:1](=[O:3])[CH3:2])[CH:10]=[CH:9][C:8]=1[S:11](=[O:13])(=[O:12])[NH:17][CH3:16]. The yield is 0.790.